This data is from Forward reaction prediction with 1.9M reactions from USPTO patents (1976-2016). The task is: Predict the product of the given reaction. (1) Given the reactants [F-].[K+].O[C:4]1[CH:5]=[C:6]([CH:9]=[CH:10][C:11]=1[O:12][CH:13]([F:15])[F:14])[CH:7]=[O:8].FC1C=CC=CC=1[N+]([O-])=O.O, predict the reaction product. The product is: [F:14][CH:13]([F:15])[O:12][C:11]1[CH:4]=[CH:5][C:6]([CH:7]=[O:8])=[CH:9][CH:10]=1. (2) Given the reactants [NH:1]1[C:9]2[C:4](=[CH:5][CH:6]=[CH:7][CH:8]=2)[C:3](=O)[C:2]1=[O:11].[C:12]([C:15]1[S:19][C:18]([CH3:20])=[N:17][C:16]=1[CH3:21])(=O)[CH3:13].C(C1C=CC(=O)NC=1C)(=[O:24])C, predict the reaction product. The product is: [CH3:20][C:18]1[S:19][C:15]([C:12]2[CH:13]=[C:3]([C:2]([OH:11])=[O:24])[C:4]3[C:9](=[CH:8][CH:7]=[CH:6][CH:5]=3)[N:1]=2)=[C:16]([CH3:21])[N:17]=1. (3) The product is: [CH2:1]([NH:3][CH2:4][CH3:5])[CH3:2].[CH3:8][CH:7]([C:9]1[N:13]([CH2:14][CH2:15][C@@H:16]([OH:24])[CH2:17][C@@H:18]([OH:23])[CH2:19][C:20]([OH:22])=[O:21])[C:12]([C:25]2[CH:30]=[CH:29][C:28]([F:31])=[CH:27][CH:26]=2)=[C:11]([C:32]2[CH:37]=[CH:36][CH:35]=[CH:34][CH:33]=2)[C:10]=1[C:38]([NH:40][C:41]1[CH:46]=[CH:45][CH:44]=[CH:43][CH:42]=1)=[O:39])[CH3:6].[CH2:1]([NH:3][CH2:4][CH3:5])[CH3:2]. Given the reactants [CH2:1]([NH:3][CH2:4][CH3:5])[CH3:2].[CH3:6][CH:7]([C:9]1[N:13]([CH2:14][CH2:15][C@@H:16]([OH:24])[CH2:17][C@@H:18]([OH:23])[CH2:19][C:20]([OH:22])=[O:21])[C:12]([C:25]2[CH:26]=[CH:27][C:28]([F:31])=[CH:29][CH:30]=2)=[C:11]([C:32]2[CH:33]=[CH:34][CH:35]=[CH:36][CH:37]=2)[C:10]=1[C:38]([NH:40][C:41]1[CH:42]=[CH:43][CH:44]=[CH:45][CH:46]=1)=[O:39])[CH3:8], predict the reaction product. (4) Given the reactants Cl[C:2]1[N:7]=[C:6]([NH:8][C@H:9]([C:11]2[CH:16]=[CH:15][C:14]([F:17])=[CH:13][CH:12]=2)[CH3:10])[N:5]=[C:4]([C:18]2[CH:19]=[N:20][CH:21]=[N:22][CH:23]=2)[CH:3]=1.[NH2:24][C:25]1[CH:30]=[N:29][CH:28]=[CH:27][N:26]=1.P([O-])([O-])([O-])=O.[K+].[K+].[K+], predict the reaction product. The product is: [F:17][C:14]1[CH:15]=[CH:16][C:11]([C@@H:9]([NH:8][C:6]2[N:5]=[C:4]([C:18]3[CH:19]=[N:20][CH:21]=[N:22][CH:23]=3)[CH:3]=[C:2]([NH:24][C:25]3[CH:30]=[N:29][CH:28]=[CH:27][N:26]=3)[N:7]=2)[CH3:10])=[CH:12][CH:13]=1. (5) Given the reactants [H-].[Na+].[CH2:3]([OH:10])[C:4]1[CH:9]=[CH:8][CH:7]=[CH:6][CH:5]=1.F[C:12]1[CH:19]=[CH:18][C:17]([F:20])=[CH:16][C:13]=1[C:14]#[N:15], predict the reaction product. The product is: [CH2:3]([O:10][C:12]1[CH:19]=[CH:18][C:17]([F:20])=[CH:16][C:13]=1[C:14]#[N:15])[C:4]1[CH:9]=[CH:8][CH:7]=[CH:6][CH:5]=1. (6) Given the reactants [CH:1]12[CH2:8][CH2:7][CH:4]([NH:5][CH2:6]1)[CH2:3][N:2]2[C:9](=[O:26])/[CH:10]=[CH:11]/[C:12]1[CH:17]=[CH:16][C:15]([Cl:18])=[CH:14][C:13]=1[CH2:19][N:20]1[N:24]=[N:23][C:22]([CH3:25])=[N:21]1.[CH3:27][C:28]1[O:29][CH:30]=[C:31]([CH:33]=O)[N:32]=1, predict the reaction product. The product is: [Cl:18][C:15]1[CH:16]=[CH:17][C:12](/[CH:11]=[CH:10]/[C:9]([N:2]2[CH2:3][CH:4]3[CH2:7][CH2:8][CH:1]2[CH2:6][N:5]3[CH2:33][C:31]2[N:32]=[C:28]([CH3:27])[O:29][CH:30]=2)=[O:26])=[C:13]([CH2:19][N:20]2[N:24]=[N:23][C:22]([CH3:25])=[N:21]2)[CH:14]=1. (7) Given the reactants [CH2:1]([O:3][C:4](=[O:19])[CH2:5][C:6]([NH:8][C:9]1[CH:14]=[CH:13][CH:12]=[CH:11][C:10]=1[S:15](=[O:18])(=[O:17])[NH2:16])=O)[CH3:2], predict the reaction product. The product is: [CH2:1]([O:3][C:4](=[O:19])[CH2:5][C:6]1[NH:8][C:9]2[CH:14]=[CH:13][CH:12]=[CH:11][C:10]=2[S:15](=[O:18])(=[O:17])[N:16]=1)[CH3:2].